Dataset: Full USPTO retrosynthesis dataset with 1.9M reactions from patents (1976-2016). Task: Predict the reactants needed to synthesize the given product. (1) Given the product [ClH:61].[CH:1]1([CH:7]2[CH2:12][CH2:11][CH2:10][N:9]([CH2:25][C:27]3[CH:42]=[CH:41][C:30]([O:31][C:32]4[CH:40]=[CH:39][C:35]([C:36]([NH2:38])=[O:37])=[CH:34][N:33]=4)=[CH:29][CH:28]=3)[CH2:8]2)[CH2:2][CH2:3][CH2:4][CH2:5][CH2:6]1, predict the reactants needed to synthesize it. The reactants are: [CH:1]1([CH:7]2[CH2:12][CH2:11][CH2:10][NH:9][CH2:8]2)[CH2:6][CH2:5][CH2:4][CH2:3][CH2:2]1.C1(C2CCCNC2)C=CC=CC=1.[CH:25]([C:27]1[CH:42]=[CH:41][C:30]([O:31][C:32]2[CH:40]=[CH:39][C:35]([C:36]([NH2:38])=[O:37])=[CH:34][N:33]=2)=[CH:29][CH:28]=1)=O.C(O[BH-](OC(=O)C)OC(=O)C)(=O)C.[Na+].C(O)(=O)C.[Cl:61]CCCl. (2) Given the product [CH2:13]=[C:1]([C:4]#[C:5][SiH:6]([CH:10]([CH3:12])[CH3:11])[CH:7]([CH3:8])[CH3:9])[CH2:2][CH3:3], predict the reactants needed to synthesize it. The reactants are: [CH2:1]([C:4]#[C:5][SiH:6]([CH:10]([CH3:12])[CH3:11])[CH:7]([CH3:9])[CH3:8])[CH:2]=[CH2:3].[CH2:13]([Mg]Br)C=C. (3) Given the product [CH3:53][S:54]([N:8]1[CH2:13][CH2:12][CH:11]([CH2:14][NH:15][C:16]([N:18]2[CH2:22][CH:21]([CH2:23][C:24]([CH3:27])([CH3:26])[CH3:25])[C:20]3([C:35]4[C:30](=[CH:31][C:32]([Cl:36])=[CH:33][CH:34]=4)[NH:29][C:28]3=[O:37])[CH:19]2[C:38]2[CH:43]=[CH:42][CH:41]=[C:40]([Cl:44])[C:39]=2[F:45])=[O:17])[CH2:10][CH2:9]1)(=[O:56])=[O:55], predict the reactants needed to synthesize it. The reactants are: FC(F)(F)C(O)=O.[NH:8]1[CH2:13][CH2:12][CH:11]([CH2:14][NH:15][C:16]([N:18]2[CH2:22][CH:21]([CH2:23][C:24]([CH3:27])([CH3:26])[CH3:25])[C:20]3([C:35]4[C:30](=[CH:31][C:32]([Cl:36])=[CH:33][CH:34]=4)[NH:29][C:28]3=[O:37])[CH:19]2[C:38]2[CH:43]=[CH:42][CH:41]=[C:40]([Cl:44])[C:39]=2[F:45])=[O:17])[CH2:10][CH2:9]1.C(N(CC)CC)C.[CH3:53][S:54](Cl)(=[O:56])=[O:55]. (4) Given the product [NH2:28][C:25]1[CH:26]=[CH:27][C:22]([C:20]([N:13]2[C:14]3=[N:15][CH:16]=[CH:17][CH:18]=[C:19]3[C:11]([C:5]3[CH:6]=[CH:7][C:8]([O:9][CH3:10])=[C:3]([O:2][CH3:1])[CH:4]=3)=[CH:12]2)=[O:21])=[C:23]([O:31][CH2:32][CH3:33])[CH:24]=1, predict the reactants needed to synthesize it. The reactants are: [CH3:1][O:2][C:3]1[CH:4]=[C:5]([C:11]2[C:19]3[C:14](=[N:15][CH:16]=[CH:17][CH:18]=3)[N:13]([C:20]([C:22]3[CH:27]=[CH:26][C:25]([N+:28]([O-])=O)=[CH:24][C:23]=3[O:31][CH2:32][CH3:33])=[O:21])[CH:12]=2)[CH:6]=[CH:7][C:8]=1[O:9][CH3:10]. (5) Given the product [Cl:1][C:2]1[CH:30]=[CH:29][CH:28]=[C:27]([C:31]([F:33])([F:32])[F:34])[C:3]=1[C:4]([N:6]1[C:14]2[C:9](=[N:10][CH:11]=[C:12]([CH:15]=[O:16])[CH:13]=2)[C:8]([C:17]2[CH:25]=[CH:24][C:20]([C:21]([O:23][CH3:35])=[O:22])=[CH:19][C:18]=2[F:26])=[N:7]1)=[O:5], predict the reactants needed to synthesize it. The reactants are: [Cl:1][C:2]1[CH:30]=[CH:29][CH:28]=[C:27]([C:31]([F:34])([F:33])[F:32])[C:3]=1[C:4]([N:6]1[C:14]2[C:9](=[N:10][CH:11]=[C:12]([CH2:15][OH:16])[CH:13]=2)[C:8]([C:17]2[CH:25]=[CH:24][C:20]([C:21]([O-:23])=[O:22])=[CH:19][C:18]=2[F:26])=[N:7]1)=[O:5].[CH3:35]C(OI1(OC(C)=O)(OC(C)=O)OC(=O)C2C=CC=CC1=2)=O. (6) Given the product [CH:15]1([C@H:14]2[CH2:13][O:12][C:11](=[O:18])[N:10]2[C:8]2[CH:7]=[C:6]([CH3:19])[N:5]=[C:4]([F:1])[N:9]=2)[CH2:17][CH2:16]1, predict the reactants needed to synthesize it. The reactants are: [F-:1].[K+].Cl[C:4]1[N:9]=[C:8]([N:10]2[C@@H:14]([CH:15]3[CH2:17][CH2:16]3)[CH2:13][O:12][C:11]2=[O:18])[CH:7]=[C:6]([CH3:19])[N:5]=1. (7) Given the product [CH2:1]([O:8][CH2:9][CH2:10][C:11]1[N:12]([CH2:24][C:25]([F:28])([CH3:26])[CH3:27])[C:13]2[C:22]3[N:21]=[CH:20][CH:19]=[CH:18][C:17]=3[N+:16]([O-:34])=[CH:15][C:14]=2[N:23]=1)[C:2]1[CH:7]=[CH:6][CH:5]=[CH:4][CH:3]=1, predict the reactants needed to synthesize it. The reactants are: [CH2:1]([O:8][CH2:9][CH2:10][C:11]1[N:12]([CH2:24][C:25]([F:28])([CH3:27])[CH3:26])[C:13]2[C:22]3[N:21]=[CH:20][CH:19]=[CH:18][C:17]=3[N:16]=[CH:15][C:14]=2[N:23]=1)[C:2]1[CH:7]=[CH:6][CH:5]=[CH:4][CH:3]=1.ClC1C=C(C=CC=1)C(OO)=[O:34].C([O-])([O-])=O.[Na+].[Na+]. (8) Given the product [Si:10]([O:9][CH:7]1[CH2:8][CH:3]([CH2:2][NH:1][C:25]2[C:34]3[C:29](=[N:30][CH:31]=[CH:32][N:33]=3)[CH:28]=[C:27]([Cl:35])[N:26]=2)[CH2:4][N:5]([C:17]([O:19][C:20]([CH3:23])([CH3:22])[CH3:21])=[O:18])[CH2:6]1)([C:13]([CH3:16])([CH3:15])[CH3:14])([CH3:12])[CH3:11], predict the reactants needed to synthesize it. The reactants are: [NH2:1][CH2:2][CH:3]1[CH2:8][CH:7]([O:9][Si:10]([C:13]([CH3:16])([CH3:15])[CH3:14])([CH3:12])[CH3:11])[CH2:6][N:5]([C:17]([O:19][C:20]([CH3:23])([CH3:22])[CH3:21])=[O:18])[CH2:4]1.Cl[C:25]1[C:34]2[C:29](=[N:30][CH:31]=[CH:32][N:33]=2)[CH:28]=[C:27]([Cl:35])[N:26]=1.CCN(C(C)C)C(C)C.